The task is: Predict the product of the given reaction.. This data is from Forward reaction prediction with 1.9M reactions from USPTO patents (1976-2016). (1) Given the reactants Br[C:2]1[C:7]([F:8])=[CH:6][C:5]([C:9]([N:11]2[CH2:16][CH2:15][N:14]([C:17]3[C:22]([CH3:23])=[CH:21][C:20]([CH3:24])=[CH:19][N:18]=3)[CH2:13][CH2:12]2)=[O:10])=[C:4]([Cl:25])[CH:3]=1.[CH3:26][C@@H:27]1[CH2:31][O:30][C:29](=[O:32])[NH:28]1, predict the reaction product. The product is: [ClH:25].[Cl:25][C:4]1[C:5]([C:9]([N:11]2[CH2:16][CH2:15][N:14]([C:17]3[C:22]([CH3:23])=[CH:21][C:20]([CH3:24])=[CH:19][N:18]=3)[CH2:13][CH2:12]2)=[O:10])=[CH:6][C:7]([F:8])=[C:2]([N:28]2[C@H:27]([CH3:26])[CH2:31][O:30][C:29]2=[O:32])[CH:3]=1. (2) Given the reactants C(OC(=O)[NH:7][CH:8]([C:15](=[O:26])[NH:16][CH2:17][C:18]1[CH:23]=[CH:22][C:21]([C:24]#[N:25])=[CH:20][CH:19]=1)[C:9]1[CH:14]=[CH:13][CH:12]=[CH:11][CH:10]=1)(C)(C)C.FC(F)(F)C(O)=O.C([O-])([O-])=O.[Na+].[Na+], predict the reaction product. The product is: [NH2:7][CH:8]([C:9]1[CH:14]=[CH:13][CH:12]=[CH:11][CH:10]=1)[C:15]([NH:16][CH2:17][C:18]1[CH:23]=[CH:22][C:21]([C:24]#[N:25])=[CH:20][CH:19]=1)=[O:26]. (3) Given the reactants C([N:8]1[CH:17]([CH3:18])[CH2:16][C:15]2[C:10](=[CH:11][CH:12]=[CH:13][CH:14]=2)[CH:9]1[C:19]1[CH:24]=[CH:23][C:22]([C:25]([F:28])([F:27])[F:26])=[CH:21][CH:20]=1)C1C=CC=CC=1.[ClH:29], predict the reaction product. The product is: [ClH:29].[CH3:18][CH:17]1[CH2:16][C:15]2[C:10](=[CH:11][CH:12]=[CH:13][CH:14]=2)[CH:9]([C:19]2[CH:20]=[CH:21][C:22]([C:25]([F:27])([F:26])[F:28])=[CH:23][CH:24]=2)[NH:8]1. (4) Given the reactants [Cl:1][C:2]1[C:21]([Cl:22])=[CH:20][CH:19]=[CH:18][C:3]=1[CH2:4][S:5]([C:8]1[CH:9]=[C:10]2[C:14](=[CH:15][CH:16]=1)[NH:13][C:12](=[O:17])[CH2:11]2)(=[O:7])=[O:6].[CH:23]([C:25]1[NH:29][C:28]([CH3:30])=[C:27]([C:31]([OH:33])=[O:32])[C:26]=1[CH3:34])=O, predict the reaction product. The product is: [Cl:1][C:2]1[C:21]([Cl:22])=[CH:20][CH:19]=[CH:18][C:3]=1[CH2:4][S:5]([C:8]1[CH:9]=[C:10]2[C:14](=[CH:15][CH:16]=1)[NH:13][C:12](=[O:17])/[C:11]/2=[CH:23]\[C:25]1[NH:29][C:28]([CH3:30])=[C:27]([C:31]([OH:33])=[O:32])[C:26]=1[CH3:34])(=[O:6])=[O:7]. (5) Given the reactants [H-].[Na+].[Cl:3][C:4]1[CH:9]=[C:8]([F:10])[CH:7]=[CH:6][C:5]=1/[C:11](/[C:14]1[C:19](F)=[C:18]([C:21]2[CH:22]=[N:23][CH:24]=[N:25][CH:26]=2)[CH:17]=[CH:16][N:15]=1)=[N:12]/[OH:13], predict the reaction product. The product is: [Cl:3][C:4]1[CH:9]=[C:8]([F:10])[CH:7]=[CH:6][C:5]=1[C:11]1[C:14]2=[N:15][CH:16]=[CH:17][C:18]([C:21]3[CH:22]=[N:23][CH:24]=[N:25][CH:26]=3)=[C:19]2[O:13][N:12]=1. (6) Given the reactants C1COCC1.[Cl:6][C:7]1[CH:12]=[CH:11][C:10]([CH2:13][CH2:14][CH2:15][O:16][CH3:17])=[CH:9][C:8]=1[CH2:18][N:19]([CH:35]1[CH2:37][CH2:36]1)[C:20](=[O:34])/[C:21](/[C:32]#[N:33])=[CH:22]/[C:23]1[CH:31]=[CH:30][CH:29]=[C:28]2[C:24]=1[CH:25]=[CH:26][NH:27]2.[H-].[Na+].[C:40](=O)([O:48][C:49]([CH3:52])([CH3:51])[CH3:50])[O:41]C1C=CC=CC=1, predict the reaction product. The product is: [Cl:6][C:7]1[CH:12]=[CH:11][C:10]([CH2:13][CH2:14][CH2:15][O:16][CH3:17])=[CH:9][C:8]=1[CH2:18][N:19]([CH:35]1[CH2:37][CH2:36]1)[C:20](=[O:34])/[C:21](/[C:32]#[N:33])=[CH:22]/[C:23]1[CH:31]=[CH:30][CH:29]=[C:28]2[C:24]=1[CH:25]=[CH:26][N:27]2[C:40]([O:48][C:49]([CH3:52])([CH3:51])[CH3:50])=[O:41]. (7) Given the reactants [C:1]([O:5][C:6]([NH:8][C@H:9]([C:14]1[NH:15][C:16]([C:19]2[CH:24]=[CH:23][C:22]([C:25]3[CH:30]=[CH:29][C:28]([C:31]4[NH:35][C:34]([C@@H:36]5[CH2:40][CH2:39][CH2:38][N:37]5C(OCC5C=CC=CC=5)=O)=[N:33][CH:32]=4)=[CH:27][CH:26]=3)=[CH:21][CH:20]=2)=[CH:17][N:18]=1)[C:10]([CH3:13])([CH3:12])[CH3:11])=[O:7])([CH3:4])([CH3:3])[CH3:2].C([O-])([O-])=O.[K+].[K+], predict the reaction product. The product is: [CH3:11][C:10]([CH3:13])([CH3:12])[C@H:9]([NH:8][C:6](=[O:7])[O:5][C:1]([CH3:4])([CH3:3])[CH3:2])[C:14]1[NH:15][C:16]([C:19]2[CH:24]=[CH:23][C:22]([C:25]3[CH:26]=[CH:27][C:28]([C:31]4[NH:35][C:34]([C@@H:36]5[CH2:40][CH2:39][CH2:38][NH:37]5)=[N:33][CH:32]=4)=[CH:29][CH:30]=3)=[CH:21][CH:20]=2)=[CH:17][N:18]=1.